Dataset: Reaction yield outcomes from USPTO patents with 853,638 reactions. Task: Predict the reaction yield, written as a fraction of the theoretical maximum amount of product (1.0 means a 100% yield; for example, 0.34 means a 34% yield). (1) The reactants are [Br:1][C:2]1[CH:21]=[C:20]([F:22])[C:5]([NH:6][C:7]2[C:16]3[C:11](=[CH:12][C:13]([OH:19])=[C:14]([O:17][CH3:18])[CH:15]=3)[N:10]=[CH:9][N:8]=2)=[C:4]([F:23])[CH:3]=1.[C:24]([O:28][C:29]([N:31]1[CH2:36][CH2:35][CH:34]([CH2:37]O)[CH2:33][CH2:32]1)=[O:30])([CH3:27])([CH3:26])[CH3:25]. No catalyst specified. The product is [Br:1][C:2]1[CH:3]=[C:4]([F:23])[C:5]([NH:6][C:7]2[C:16]3[C:11](=[CH:12][C:13]([O:19][CH2:37][CH:34]4[CH2:35][CH2:36][N:31]([C:29]([O:28][C:24]([CH3:25])([CH3:27])[CH3:26])=[O:30])[CH2:32][CH2:33]4)=[C:14]([O:17][CH3:18])[CH:15]=3)[N:10]=[CH:9][N:8]=2)=[C:20]([F:22])[CH:21]=1. The yield is 0.410. (2) The reactants are [Cl:1][C:2]1[C:3](I)=[CH:4][C:5]([C:8]([OH:10])=[O:9])=[N:6][CH:7]=1.CC(C)([O-])C.[K+].[CH:18]1([CH2:21][OH:22])[CH2:20][CH2:19]1.Cl. The catalyst is C1COCC1.CN(C=O)C. The product is [Cl:1][C:2]1[C:3]([O:22][CH2:21][CH:18]2[CH2:20][CH2:19]2)=[CH:4][C:5]([C:8]([OH:10])=[O:9])=[N:6][CH:7]=1. The yield is 0.570. (3) The reactants are [F:1][C:2]1[CH:7]=[C:6]([N+:8]([O-:10])=[O:9])[CH:5]=[CH:4][C:3]=1[CH:11]([C:16]([O:18][CH3:19])=[O:17])[C:12]([O:14][CH3:15])=[O:13].[C:20]([O-])([O-])=O.[K+].[K+].CI. The catalyst is CN(C=O)C. The product is [F:1][C:2]1[CH:7]=[C:6]([N+:8]([O-:10])=[O:9])[CH:5]=[CH:4][C:3]=1[C:11]([CH3:20])([C:16]([O:18][CH3:19])=[O:17])[C:12]([O:14][CH3:15])=[O:13]. The yield is 0.710. (4) The reactants are [C:1]([C:3]1[CH:4]=[C:5]([CH:9]=[CH:10][C:11]=1F)[C:6]([OH:8])=[O:7])#[N:2].[CH3:13][O:14][CH2:15][CH2:16][OH:17].[H-].[Na+].Cl. The catalyst is C(#N)C. The product is [C:1]([C:3]1[CH:4]=[C:5]([CH:9]=[CH:10][C:11]=1[O:17][CH2:16][CH2:15][O:14][CH3:13])[C:6]([OH:8])=[O:7])#[N:2]. The yield is 0.930.